This data is from Full USPTO retrosynthesis dataset with 1.9M reactions from patents (1976-2016). The task is: Predict the reactants needed to synthesize the given product. The reactants are: [O:1]([CH2:8][C@@H:9]1[CH2:13][CH2:12][CH2:11][N:10]1[S:14]([C:17]1[CH:18]=[C:19]2[C:23](=[CH:24][CH:25]=1)[NH:22][C:21](=[O:26])[C:20]2=[O:27])(=[O:16])=[O:15])[C:2]1[CH:7]=C[CH:5]=[CH:4][CH:3]=1.C(OC([N:35]1CCCC1COC1C=NC=CC=1)=O)(C)(C)C. Given the product [N:35]1[CH:5]=[CH:4][CH:3]=[C:2]([O:1][CH2:8][CH:9]2[CH2:13][CH2:12][CH2:11][N:10]2[S:14]([C:17]2[CH:18]=[C:19]3[C:23](=[CH:24][CH:25]=2)[NH:22][C:21](=[O:26])[C:20]3=[O:27])(=[O:15])=[O:16])[CH:7]=1, predict the reactants needed to synthesize it.